From a dataset of Full USPTO retrosynthesis dataset with 1.9M reactions from patents (1976-2016). Predict the reactants needed to synthesize the given product. Given the product [CH2:23]([S:24][C:2]1[C:3](=[O:10])[N:4]([CH2:8][CH3:9])[CH:5]=[CH:6][N:7]=1)[C:20]1[CH:21]=[CH:22][CH:17]=[CH:18][CH:19]=1, predict the reactants needed to synthesize it. The reactants are: Br[C:2]1[C:3](=[O:10])[N:4]([CH2:8][CH3:9])[CH:5]=[CH:6][N:7]=1.C(=O)([O-])[O-].[K+].[K+].[CH:17]1[CH:22]=[CH:21][C:20]([CH2:23][SH:24])=[CH:19][CH:18]=1.O.